From a dataset of Experimentally validated miRNA-target interactions with 360,000+ pairs, plus equal number of negative samples. Binary Classification. Given a miRNA mature sequence and a target amino acid sequence, predict their likelihood of interaction. The miRNA is hsa-miR-24-3p with sequence UGGCUCAGUUCAGCAGGAACAG. The protein sequence of the target gene is MESVLSKYEDQITIFTDYLEEYPDTDELVWILGKQHLLKTEKSKLLSDISARLWFTYRRKFSPIGGTGPSSDAGWGCMLRCGQMMLAQALICRHLGRDWSWEKQKEQPKEYQRILQCFLDRKDCCYSIHQMAQMGVGEGKSIGEWFGPNTVAQVLKKLALFDEWNSLAVYVSMDNTVVIEDIKKMCRVLPLSADTAGDRPPDSLTASNQSKGTSAYCSAWKPLLLIVPLRLGINQINPVYVDAFKECFKMPQSLGALGGKPNNAYYFIGFLGDELIFLDPHTTQTFVDTEENGTVNDQTF.... Result: 1 (interaction).